This data is from Reaction yield outcomes from USPTO patents with 853,638 reactions. The task is: Predict the reaction yield, written as a fraction of the theoretical maximum amount of product (1.0 means a 100% yield; for example, 0.34 means a 34% yield). (1) The reactants are Br[CH2:2][C:3]([C:5]1[CH:10]=[CH:9][CH:8]=[CH:7][N:6]=1)=O.[Br:11][C:12]1[CH:13]=[C:14]([CH:18]=[C:19]([I:21])[CH:20]=1)[C:15]([NH2:17])=[O:16]. The catalyst is C1(C)C=CC=CC=1. The product is [Br:11][C:12]1[CH:13]=[C:14]([C:15]2[O:16][CH:2]=[C:3]([C:5]3[CH:10]=[CH:9][CH:8]=[CH:7][N:6]=3)[N:17]=2)[CH:18]=[C:19]([I:21])[CH:20]=1. The yield is 0.0100. (2) The reactants are [H-].[Na+].[N:3]1[C:12]2[C:7](=[CH:8][CH:9]=[CH:10][CH:11]=2)[CH:6]=[CH:5][C:4]=1[CH2:13][O:14][C:15]1[CH:19]=[C:18]([C:20]([O:22][CH3:23])=[O:21])[NH:17][N:16]=1.I[CH2:25][CH2:26][CH3:27].O. The catalyst is CN(C)C=O. The product is [CH2:25]([N:17]1[C:18]([C:20]([O:22][CH3:23])=[O:21])=[CH:19][C:15]([O:14][CH2:13][C:4]2[CH:5]=[CH:6][C:7]3[C:12](=[CH:11][CH:10]=[CH:9][CH:8]=3)[N:3]=2)=[N:16]1)[CH2:26][CH3:27]. The yield is 0.490. (3) The reactants are [Br:1][C:2](Br)=[CH:3][C:4]1[CH:9]=[CH:8][C:7]([F:10])=[CH:6][CH:5]=1.CC(C)([O-])C.[K+].C1(C)C=CC=CC=1. The catalyst is O. The product is [Br:1][C:2]#[C:3][C:4]1[CH:9]=[CH:8][C:7]([F:10])=[CH:6][CH:5]=1. The yield is 0.700. (4) The reactants are [Cl-].O[NH3+:3].[C:4](=[O:7])([O-])[OH:5].[Na+].CS(C)=O.[CH3:13][C:14]1([CH3:48])[CH2:18][C:17]2[CH:19]=[C:20]([N:23]3[C:28](=[O:29])[C:27]([CH2:30][C:31]4[CH:36]=[CH:35][C:34]([C:37]5[C:38]([C:43]#[N:44])=[CH:39][CH:40]=[CH:41][CH:42]=5)=[CH:33][CH:32]=4)=[C:26]([CH2:45][CH2:46][CH3:47])[N:25]=[CH:24]3)[CH:21]=[CH:22][C:16]=2[O:15]1. The catalyst is C(OCC)(=O)C. The product is [CH3:13][C:14]1([CH3:48])[CH2:18][C:17]2[CH:19]=[C:20]([N:23]3[C:28](=[O:29])[C:27]([CH2:30][C:31]4[CH:36]=[CH:35][C:34]([C:37]5[CH:42]=[CH:41][CH:40]=[CH:39][C:38]=5[C:43]5[NH:3][C:4](=[O:7])[O:5][N:44]=5)=[CH:33][CH:32]=4)=[C:26]([CH2:45][CH2:46][CH3:47])[N:25]=[CH:24]3)[CH:21]=[CH:22][C:16]=2[O:15]1. The yield is 0.530. (5) The reactants are [Cl:1][C:2]1[C:7]([C:8]2[C:9](=[O:26])[N:10]([CH2:24][CH3:25])[C:11]3[C:16]([CH:17]=2)=[CH:15][N:14]=[C:13]([NH:18][CH2:19][CH2:20][N:21]([CH3:23])[CH3:22])[CH:12]=3)=[CH:6][C:5]([NH:27][C:28]([NH:30][C:31]2[CH:36]=[CH:35][CH:34]=[CH:33][CH:32]=2)=[O:29])=[C:4]([F:37])[CH:3]=1.[ClH:38]. The catalyst is CO.CCOC(C)=O. The product is [ClH:1].[ClH:38].[Cl:1][C:2]1[C:7]([C:8]2[C:9](=[O:26])[N:10]([CH2:24][CH3:25])[C:11]3[C:16]([CH:17]=2)=[CH:15][N:14]=[C:13]([NH:18][CH2:19][CH2:20][N:21]([CH3:22])[CH3:23])[CH:12]=3)=[CH:6][C:5]([NH:27][C:28]([NH:30][C:31]2[CH:32]=[CH:33][CH:34]=[CH:35][CH:36]=2)=[O:29])=[C:4]([F:37])[CH:3]=1. The yield is 0.900. (6) The reactants are [O:1]1[CH2:6][CH2:5][CH:4]([OH:7])[CH2:3][CH2:2]1.[H-].[Na+].[Cl:10][C:11]1[N:16]=[C:15](Cl)[CH:14]=[CH:13][N:12]=1. The yield is 0.530. The catalyst is CN(C)C=O. The product is [Cl:10][C:11]1[N:16]=[C:15]([O:7][CH:4]2[CH2:5][CH2:6][O:1][CH2:2][CH2:3]2)[CH:14]=[CH:13][N:12]=1. (7) The reactants are Cl.[CH2:2]([N:5]1[C@@H:10]([CH3:11])[CH2:9][N:8]([C@@H:12]([C:25]2[CH:30]=[CH:29][CH:28]=[C:27]([O:31][Si](C(C)(C)C)(C)C)[CH:26]=2)[C:13]2[CH:18]=[CH:17][C:16]([S:19]([N:22]([CH3:24])[CH3:23])(=[O:21])=[O:20])=[CH:15][CH:14]=2)[C@H:7]([CH3:39])[CH2:6]1)[CH:3]=[CH2:4].O. The catalyst is O1CCCC1. The product is [CH2:2]([N:5]1[C@@H:10]([CH3:11])[CH2:9][N:8]([C@@H:12]([C:25]2[CH:30]=[CH:29][CH:28]=[C:27]([OH:31])[CH:26]=2)[C:13]2[CH:14]=[CH:15][C:16]([S:19]([N:22]([CH3:24])[CH3:23])(=[O:20])=[O:21])=[CH:17][CH:18]=2)[C@H:7]([CH3:39])[CH2:6]1)[CH:3]=[CH2:4]. The yield is 0.700. (8) The yield is 0.950. The reactants are [Br:1][C:2]1[N:7]=[CH:6][C:5]2[CH:8]=[C:9]([C:15]3[CH:16]=[N:17][N:18]([CH3:20])[CH:19]=3)[N:10](S(C)(=O)=O)[C:4]=2[CH:3]=1.[OH-].[Na+]. The product is [Br:1][C:2]1[N:7]=[CH:6][C:5]2[CH:8]=[C:9]([C:15]3[CH:16]=[N:17][N:18]([CH3:20])[CH:19]=3)[NH:10][C:4]=2[CH:3]=1. The catalyst is CO.